This data is from NCI-60 drug combinations with 297,098 pairs across 59 cell lines. The task is: Regression. Given two drug SMILES strings and cell line genomic features, predict the synergy score measuring deviation from expected non-interaction effect. (1) Drug 1: CN(C)C1=NC(=NC(=N1)N(C)C)N(C)C. Drug 2: CC1CCC2CC(C(=CC=CC=CC(CC(C(=O)C(C(C(=CC(C(=O)CC(OC(=O)C3CCCCN3C(=O)C(=O)C1(O2)O)C(C)CC4CCC(C(C4)OC)OCCO)C)C)O)OC)C)C)C)OC. Cell line: SNB-19. Synergy scores: CSS=23.3, Synergy_ZIP=-0.636, Synergy_Bliss=-2.59, Synergy_Loewe=-15.6, Synergy_HSA=-3.80. (2) Drug 1: C1=CC=C(C(=C1)C(C2=CC=C(C=C2)Cl)C(Cl)Cl)Cl. Drug 2: C1=NC2=C(N1)C(=S)N=CN2. Cell line: MDA-MB-435. Synergy scores: CSS=21.3, Synergy_ZIP=2.68, Synergy_Bliss=3.02, Synergy_Loewe=-35.5, Synergy_HSA=-0.227. (3) Drug 1: CC1=CC2C(CCC3(C2CCC3(C(=O)C)OC(=O)C)C)C4(C1=CC(=O)CC4)C. Drug 2: CC1CCCC2(C(O2)CC(NC(=O)CC(C(C(=O)C(C1O)C)(C)C)O)C(=CC3=CSC(=N3)C)C)C. Cell line: SN12C. Synergy scores: CSS=5.12, Synergy_ZIP=-1.83, Synergy_Bliss=0.516, Synergy_Loewe=0.336, Synergy_HSA=1.62. (4) Drug 1: CS(=O)(=O)C1=CC(=C(C=C1)C(=O)NC2=CC(=C(C=C2)Cl)C3=CC=CC=N3)Cl. Drug 2: C1=NC(=NC(=O)N1C2C(C(C(O2)CO)O)O)N. Cell line: OVCAR-8. Synergy scores: CSS=10.6, Synergy_ZIP=2.74, Synergy_Bliss=5.09, Synergy_Loewe=2.69, Synergy_HSA=5.27. (5) Drug 1: CC12CCC(CC1=CCC3C2CCC4(C3CC=C4C5=CN=CC=C5)C)O. Drug 2: CS(=O)(=O)CCNCC1=CC=C(O1)C2=CC3=C(C=C2)N=CN=C3NC4=CC(=C(C=C4)OCC5=CC(=CC=C5)F)Cl. Cell line: SF-539. Synergy scores: CSS=2.74, Synergy_ZIP=-1.98, Synergy_Bliss=-1.78, Synergy_Loewe=-5.07, Synergy_HSA=-3.08. (6) Drug 1: C1CN1P(=S)(N2CC2)N3CC3. Drug 2: CN(CCCl)CCCl.Cl. Cell line: SF-295. Synergy scores: CSS=20.8, Synergy_ZIP=-0.503, Synergy_Bliss=4.10, Synergy_Loewe=1.64, Synergy_HSA=3.37. (7) Drug 1: CC1=C(C(CCC1)(C)C)C=CC(=CC=CC(=CC(=O)O)C)C. Drug 2: CCCCCOC(=O)NC1=NC(=O)N(C=C1F)C2C(C(C(O2)C)O)O. Cell line: SR. Synergy scores: CSS=-1.07, Synergy_ZIP=-1.25, Synergy_Bliss=-2.34, Synergy_Loewe=-4.27, Synergy_HSA=-4.18. (8) Drug 1: CC(C)NC(=O)C1=CC=C(C=C1)CNNC.Cl. Drug 2: C(CCl)NC(=O)N(CCCl)N=O. Cell line: OVCAR-4. Synergy scores: CSS=2.75, Synergy_ZIP=-0.833, Synergy_Bliss=-1.84, Synergy_Loewe=-1.85, Synergy_HSA=-1.26. (9) Drug 1: C1=CC=C(C=C1)NC(=O)CCCCCCC(=O)NO. Drug 2: C1=CC=C(C(=C1)C(C2=CC=C(C=C2)Cl)C(Cl)Cl)Cl. Cell line: ACHN. Synergy scores: CSS=18.4, Synergy_ZIP=-2.92, Synergy_Bliss=-2.12, Synergy_Loewe=-42.2, Synergy_HSA=-1.54.